From a dataset of Forward reaction prediction with 1.9M reactions from USPTO patents (1976-2016). Predict the product of the given reaction. (1) Given the reactants Cl[C:2]1[CH:7]=[C:6]([Cl:8])[N:5]=[CH:4][C:3]=1[CH2:9][N:10]([C:14]1[CH:19]=[CH:18][CH:17]=[CH:16][C:15]=1[CH:20]=[CH2:21])[C:11](=[O:13])[CH3:12].C(N1C2C=CC=CC=2C=CC2N=C(Cl)C(F)=CC=2C1)(=O)C, predict the reaction product. The product is: [Cl:8][C:6]1[N:5]=[CH:4][C:3]2[CH2:9][N:10]([C:11](=[O:13])[CH3:12])[C:14]3[CH:19]=[CH:18][CH:17]=[CH:16][C:15]=3[CH:20]=[CH:21][C:2]=2[CH:7]=1. (2) Given the reactants [F:1][C:2]([F:16])([F:15])[C:3]([O:13][CH3:14])([C:7]1[CH:12]=[CH:11][CH:10]=[CH:9][CH:8]=1)[C:4]([OH:6])=[O:5].C1(N=C=NC2CCCCC2)CCCCC1.[CH3:32][C@H:33]1[CH2:64][C:63]([CH3:65])=[CH:62][C@@H:61]([CH2:66][CH:67]=[CH2:68])[C:59](=[O:60])[CH2:58][C@H:57]([OH:69])[C@@H:56]([CH3:70])[C@@H:55](/[C:71](/[CH3:82])=[CH:72]/[C@H:73]2[CH2:78][C@@H:77]([O:79][CH3:80])[C@H:76](O)[CH2:75][CH2:74]2)[O:54][C:52](=[O:53])[C@H:51]2[N:46]([CH2:47][CH2:48][CH2:49][CH2:50]2)[C:44](=[O:45])[C:42](=[O:43])[C@:40]2([OH:83])[O:41][C@@H:36]([C@@H:37]([O:85][CH3:86])[CH2:38][C@H:39]2[CH3:84])[C@@H:35]([O:87][CH3:88])[CH2:34]1, predict the reaction product. The product is: [CH2:66]([CH:61]1[CH:62]=[C:63]([CH3:65])[CH2:64][CH:33]([CH3:32])[CH2:34][CH:35]([O:87][CH3:88])[CH:36]2[O:41][C:40]([OH:83])([CH:39]([CH3:84])[CH2:38][CH:37]2[O:85][CH3:86])[C:42](=[O:43])[C:44](=[O:45])[N:46]2[CH:51]([CH2:50][CH2:49][CH2:48][CH2:47]2)[C:52](=[O:53])[O:54][CH:55]([C:71]([CH3:82])=[CH:72][CH:73]2[CH2:74][CH2:75][CH:76]([O:5][C:4](=[O:6])[C:3]([C:2]([F:15])([F:16])[F:1])([O:13][CH3:14])[C:7]3[CH:12]=[CH:11][CH:10]=[CH:9][CH:8]=3)[CH:77]([O:79][CH3:80])[CH2:78]2)[CH:56]([CH3:70])[CH:57]([OH:69])[CH2:58][C:59]1=[O:60])[CH:67]=[CH2:68].